Regression. Given a peptide amino acid sequence and an MHC pseudo amino acid sequence, predict their binding affinity value. This is MHC class I binding data. From a dataset of Peptide-MHC class I binding affinity with 185,985 pairs from IEDB/IMGT. (1) The peptide sequence is KIRLRPGGK. The MHC is HLA-B57:01 with pseudo-sequence HLA-B57:01. The binding affinity (normalized) is 0. (2) The peptide sequence is VFKGFSDKVR. The binding affinity (normalized) is 0.0576. The MHC is HLA-A68:01 with pseudo-sequence HLA-A68:01. (3) The peptide sequence is FYYNAFHWAI. The MHC is HLA-B07:02 with pseudo-sequence HLA-B07:02. The binding affinity (normalized) is 0.0847. (4) The peptide sequence is KAAGAAVAL. The MHC is HLA-C12:03 with pseudo-sequence HLA-C12:03. The binding affinity (normalized) is 0.600. (5) The peptide sequence is YQAVVPLVY. The MHC is HLA-A02:06 with pseudo-sequence HLA-A02:06. The binding affinity (normalized) is 0.139. (6) The peptide sequence is GDTLEGAGEL. The MHC is Mamu-A11 with pseudo-sequence Mamu-A11. The binding affinity (normalized) is 0. (7) The peptide sequence is EEGIIPDW. The MHC is Mamu-B52 with pseudo-sequence Mamu-B52. The binding affinity (normalized) is 0.360. (8) The peptide sequence is EEVWRDPYL. The MHC is HLA-A03:01 with pseudo-sequence HLA-A03:01. The binding affinity (normalized) is 0.0847.